This data is from Retrosynthesis with 50K atom-mapped reactions and 10 reaction types from USPTO. The task is: Predict the reactants needed to synthesize the given product. Given the product c1ccc(NC[C@H]2CCCN2)cc1, predict the reactants needed to synthesize it. The reactants are: O=C(Nc1ccccc1)[C@H]1CCCN1.